From a dataset of Merck oncology drug combination screen with 23,052 pairs across 39 cell lines. Regression. Given two drug SMILES strings and cell line genomic features, predict the synergy score measuring deviation from expected non-interaction effect. (1) Drug 1: Cc1nc(Nc2ncc(C(=O)Nc3c(C)cccc3Cl)s2)cc(N2CCN(CCO)CC2)n1. Drug 2: CCc1c2c(nc3ccc(O)cc13)-c1cc3c(c(=O)n1C2)COC(=O)C3(O)CC. Cell line: A427. Synergy scores: synergy=28.2. (2) Synergy scores: synergy=12.0. Cell line: DLD1. Drug 1: Cn1nnc2c(C(N)=O)ncn2c1=O. Drug 2: COC1CC2CCC(C)C(O)(O2)C(=O)C(=O)N2CCCCC2C(=O)OC(C(C)CC2CCC(OP(C)(C)=O)C(OC)C2)CC(=O)C(C)C=C(C)C(O)C(OC)C(=O)C(C)CC(C)C=CC=CC=C1C. (3) Drug 1: CS(=O)(=O)CCNCc1ccc(-c2ccc3ncnc(Nc4ccc(OCc5cccc(F)c5)c(Cl)c4)c3c2)o1. Drug 2: CCc1cnn2c(NCc3ccc[n+]([O-])c3)cc(N3CCCCC3CCO)nc12. Cell line: RKO. Synergy scores: synergy=5.34. (4) Drug 1: Cn1nnc2c(C(N)=O)ncn2c1=O. Drug 2: C#Cc1cccc(Nc2ncnc3cc(OCCOC)c(OCCOC)cc23)c1. Cell line: OVCAR3. Synergy scores: synergy=-26.0.